Task: Predict the reaction yield, written as a fraction of the theoretical maximum amount of product (1.0 means a 100% yield; for example, 0.34 means a 34% yield).. Dataset: Reaction yield outcomes from USPTO patents with 853,638 reactions (1) The reactants are [CH3:1][C:2]1[N:3]([CH2:31][C:32]2[CH:41]=[CH:40][CH:39]=[CH:38][C:33]=2[C:34]([O:36]C)=[O:35])[C:4](=[O:30])[C:5]([CH2:11][C:12]2[CH:17]=[CH:16][C:15]([C:18]3[CH:23]=[CH:22][CH:21]=[CH:20][C:19]=3[C:24]3[NH:28][C:27](=[O:29])[O:26][N:25]=3)=[CH:14][CH:13]=2)=[C:6]([CH2:8][CH2:9][CH3:10])[N:7]=1.[OH-].[Na+].CO.Cl. The catalyst is O. The product is [CH3:1][C:2]1[N:3]([CH2:31][C:32]2[CH:41]=[CH:40][CH:39]=[CH:38][C:33]=2[C:34]([OH:36])=[O:35])[C:4](=[O:30])[C:5]([CH2:11][C:12]2[CH:13]=[CH:14][C:15]([C:18]3[CH:23]=[CH:22][CH:21]=[CH:20][C:19]=3[C:24]3[NH:28][C:27](=[O:29])[O:26][N:25]=3)=[CH:16][CH:17]=2)=[C:6]([CH2:8][CH2:9][CH3:10])[N:7]=1. The yield is 0.800. (2) The reactants are [CH3:1][C:2]1[C:11]2[CH:10]=[N:9][C:8](S(C)=O)=[N:7][C:6]=2[N:5]([C:15]2[CH:16]=[C:17]([NH:21][C:22](=[O:25])[CH:23]=[CH2:24])[CH:18]=[CH:19][CH:20]=2)[C:4](=[O:26])[CH:3]=1.[CH3:27][N:28]1[CH2:33][CH2:32][N:31]([C:34]2[CH:40]=[CH:39][C:37]([NH2:38])=[CH:36][CH:35]=2)[CH2:30][CH2:29]1.CCN(C(C)C)C(C)C. The catalyst is C(O)(C)(C)C. The product is [CH3:1][C:2]1[C:11]2[CH:10]=[N:9][C:8]([NH:38][C:37]3[CH:36]=[CH:35][C:34]([N:31]4[CH2:30][CH2:29][N:28]([CH3:27])[CH2:33][CH2:32]4)=[CH:40][CH:39]=3)=[N:7][C:6]=2[N:5]([C:15]2[CH:16]=[C:17]([NH:21][C:22](=[O:25])[CH:23]=[CH2:24])[CH:18]=[CH:19][CH:20]=2)[C:4](=[O:26])[CH:3]=1. The yield is 0.180.